Dataset: Full USPTO retrosynthesis dataset with 1.9M reactions from patents (1976-2016). Task: Predict the reactants needed to synthesize the given product. (1) The reactants are: C[O:2][C:3]([C:5]1[CH:6]=[C:7]2[C:11](=[CH:12][CH:13]=1)[N:10]([CH:14]([CH3:16])[CH3:15])[N:9]=[C:8]2[CH3:17])=O.COC(C1C=C2C(=CC=1)N(CC(C)C)N=C2C)=O. Given the product [CH:14]([N:10]1[C:11]2[C:7](=[CH:6][C:5]([CH2:3][OH:2])=[CH:13][CH:12]=2)[C:8]([CH3:17])=[N:9]1)([CH3:16])[CH3:15], predict the reactants needed to synthesize it. (2) Given the product [O:17]=[C:12]1[CH2:11][CH2:10][CH2:9][C:8]2[C:7]([N:1]3[CH2:2][CH2:3][N:4]([CH2:33][CH2:32][CH2:31][CH2:30][O:29][C:25]4[N:26]=[C:27]5[C:22]([CH2:21][CH2:20][C:19](=[O:18])[NH:28]5)=[CH:23][CH:24]=4)[CH2:5][CH2:6]3)=[CH:16][CH:15]=[CH:14][C:13]1=2, predict the reactants needed to synthesize it. The reactants are: [N:1]1([C:7]2[CH:16]=[CH:15][CH:14]=[C:13]3[C:8]=2[CH2:9][CH2:10][CH2:11][C:12]3=[O:17])[CH2:6][CH2:5][NH:4][CH2:3][CH2:2]1.[O:18]=[C:19]1[NH:28][C:27]2[N:26]=[C:25]([O:29][CH2:30][CH2:31][CH2:32][CH:33]=O)[CH:24]=[CH:23][C:22]=2[CH2:21][CH2:20]1. (3) Given the product [Br:1][C:2]1[C:7]([CH3:8])=[CH:6][CH:5]=[C:4]2[C:3]=1[CH:12]=[CH:13][NH:14]2, predict the reactants needed to synthesize it. The reactants are: [Br:1][C:2]1[C:7]([CH3:8])=[CH:6][CH:5]=[C:4]([N+]([O-])=O)[C:3]=1[CH:12]=[CH:13][N:14](C)C. (4) Given the product [C:50]([C:52]1[CH:57]=[CH:56][CH:55]=[CH:54][C:53]=1[C:58]1[CH:63]=[CH:62][CH:61]=[C:60]([NH:64][C:23]([C:18]2[C:19](=[O:22])[O:20][C:21]3[C:16]([CH:17]=2)=[CH:15][CH:14]=[CH:13][C:12]=3[O:11][CH3:10])=[O:25])[CH:59]=1)#[N:51], predict the reactants needed to synthesize it. The reactants are: CCN(C(C)C)C(C)C.[CH3:10][O:11][C:12]1[CH:13]=[CH:14][CH:15]=[C:16]2[C:21]=1[O:20][C:19](=[O:22])[C:18]([C:23]([OH:25])=O)=[CH:17]2.CN(C(ON1N=NC2C=CC=NC1=2)=[N+](C)C)C.F[P-](F)(F)(F)(F)F.[C:50]([C:52]1[CH:57]=[CH:56][CH:55]=[CH:54][C:53]=1[C:58]1[CH:63]=[CH:62][CH:61]=[C:60]([NH2:64])[CH:59]=1)#[N:51]. (5) Given the product [CH3:16][C@H:15]1[N:10]([C:8]([C:7]2[CH:29]=[CH:30][CH:31]=[CH:32][C:6]=2[N:2]2[N:3]=[CH:4][CH:5]=[N:1]2)=[O:9])[CH2:11][C@H:12]([O:17][C:18]2[C:19]([CH2:20][OH:21])=[CH:24][CH:25]=[CH:26][N:27]=2)[CH2:13][CH2:14]1, predict the reactants needed to synthesize it. The reactants are: [N:1]1[N:2]([C:6]2[CH:32]=[CH:31][CH:30]=[CH:29][C:7]=2[C:8]([N:10]2[C@H:15]([CH3:16])[CH2:14][CH2:13][C@@H:12]([O:17][C:18]3[N:27]=[CH:26][CH:25]=[C:24](I)[C:19]=3[C:20](OC)=[O:21])[CH2:11]2)=[O:9])[N:3]=[CH:4][CH:5]=1.[BH4-].[Li+]. (6) Given the product [ClH:25].[C:1]1([N:7]2[C:11]3=[N:12][CH:13]=[N:14][C:15]([NH:16][N:17]=[CH:18][C:19]4[CH:24]=[CH:23][C:22]([NH:30][CH2:29][CH2:28][N:27]([CH3:31])[CH3:26])=[N:21][CH:20]=4)=[C:10]3[CH:9]=[N:8]2)[CH:6]=[CH:5][CH:4]=[CH:3][CH:2]=1, predict the reactants needed to synthesize it. The reactants are: [C:1]1([N:7]2[C:11]3=[N:12][CH:13]=[N:14][C:15]([NH:16][N:17]=[CH:18][C:19]4[CH:24]=[CH:23][C:22]([Cl:25])=[N:21][CH:20]=4)=[C:10]3[CH:9]=[N:8]2)[CH:6]=[CH:5][CH:4]=[CH:3][CH:2]=1.[CH3:26][N:27]([CH3:31])[CH2:28][CH2:29][NH2:30].C(N(C(C)C)CC)(C)C.Cl. (7) Given the product [C:1]([C:3]1[C:4]([O:19][CH:20]([CH3:21])[CH3:22])=[CH:5][C:6]([NH:9][C:10]([N:34]2[C:35]3[C:36](=[CH:41][C:42]([CH2:50][N:51]4[CH2:52][CH2:52][N:51]([CH3:53])[CH2:50][C:53]4=[O:54])=[C:43]([CH:45]=[O:48])[N:44]=3)[CH2:37][CH2:38][C@@H:40]2[CH3:39])=[O:18])=[N:7][CH:8]=1)#[N:2], predict the reactants needed to synthesize it. The reactants are: [C:1]([C:3]1[C:4]([O:19][CH:20]([CH3:22])[CH3:21])=[CH:5][C:6]([NH:9][C:10](=[O:18])OC2C=CC=CC=2)=[N:7][CH:8]=1)#[N:2].C(C1C=CC(NC([N:34]2[CH2:40][CH2:39][CH2:38][CH2:37][C:36]3[CH:41]=[CH:42][C:43]([CH:45]([O:48]C)OC)=[N:44][C:35]2=3)=O)=NC=1)#N.[CH3:50][N:51]([CH:53]=[O:54])[CH3:52]. (8) Given the product [F:16][C:17]1[C:22]([F:23])=[CH:21][CH:20]=[CH:19][C:18]=1[C:24]1[N:29]=[C:28]([N:30]2[CH2:31][CH2:32][N:33]([C:8]([NH:7][C:3]3[N:2]=[N:1][CH:6]=[CH:5][CH:4]=3)=[O:15])[CH2:34][CH2:35]2)[CH:27]=[CH:26][CH:25]=1, predict the reactants needed to synthesize it. The reactants are: [N:1]1[CH:6]=[CH:5][CH:4]=[C:3]([NH:7][C:8](=[O:15])OCC(Cl)(Cl)Cl)[N:2]=1.[F:16][C:17]1[C:22]([F:23])=[CH:21][CH:20]=[CH:19][C:18]=1[C:24]1[N:29]=[C:28]([N:30]2[CH2:35][CH2:34][NH:33][CH2:32][CH2:31]2)[CH:27]=[CH:26][CH:25]=1. (9) Given the product [Cl:28][C:29]1[CH:34]=[CH:33][C:32]([C:2]2[C:3]([O:22][CH2:23][C:24]([F:26])([F:27])[F:25])=[N:4][C:5]([C:18]([F:21])([F:20])[F:19])=[C:6]([CH:17]=2)[C:7]([NH:9][C@@H:10]2[CH2:15][CH2:14][CH2:13][CH2:12][C@@H:11]2[OH:16])=[O:8])=[CH:31][CH:30]=1, predict the reactants needed to synthesize it. The reactants are: Br[C:2]1[C:3]([O:22][CH2:23][C:24]([F:27])([F:26])[F:25])=[N:4][C:5]([C:18]([F:21])([F:20])[F:19])=[C:6]([CH:17]=1)[C:7]([NH:9][C@@H:10]1[CH2:15][CH2:14][CH2:13][CH2:12][C@@H:11]1[OH:16])=[O:8].[Cl:28][C:29]1[CH:34]=[CH:33][C:32](B(O)O)=[CH:31][CH:30]=1. (10) Given the product [CH3:32][C:33]1[S:34][C:35]([S:39]([N:5]2[C:6]([C:7]3[CH:12]=[CH:11][CH:10]=[CH:9][CH:8]=3)=[C:2]([CH3:1])[C:3]([CH:13]=[O:14])=[CH:4]2)(=[O:41])=[O:40])=[C:36]([CH3:38])[N:37]=1, predict the reactants needed to synthesize it. The reactants are: [CH3:1][C:2]1[C:3]([CH:13]=[O:14])=[CH:4][NH:5][C:6]=1[C:7]1[CH:12]=[CH:11][CH:10]=[CH:9][CH:8]=1.[H-].[Na+].C1OCCOCCOCCOCCOC1.[CH3:32][C:33]1[S:34][C:35]([S:39](Cl)(=[O:41])=[O:40])=[C:36]([CH3:38])[N:37]=1.